This data is from Full USPTO retrosynthesis dataset with 1.9M reactions from patents (1976-2016). The task is: Predict the reactants needed to synthesize the given product. (1) Given the product [C:1]([C:3]1[C@@H:8]([C:9]2[CH:14]=[CH:13][C:12]([C:15]#[N:16])=[CH:11][C:10]=2[S:17]([CH3:20])(=[O:18])=[O:19])[N:7]([C:21]([NH:45][N:46]2[CH2:51][CH2:50][O:49][CH2:48][CH2:47]2)=[O:22])[C:6](=[O:33])[N:5]([C:34]2[CH:39]=[CH:38][CH:37]=[C:36]([C:40]([F:42])([F:43])[F:41])[CH:35]=2)[C:4]=1[CH3:44])#[N:2], predict the reactants needed to synthesize it. The reactants are: [C:1]([C:3]1[C@@H:8]([C:9]2[CH:14]=[CH:13][C:12]([C:15]#[N:16])=[CH:11][C:10]=2[S:17]([CH3:20])(=[O:19])=[O:18])[N:7]([C:21](OC2C=CC([N+]([O-])=O)=CC=2)=[O:22])[C:6](=[O:33])[N:5]([C:34]2[CH:39]=[CH:38][CH:37]=[C:36]([C:40]([F:43])([F:42])[F:41])[CH:35]=2)[C:4]=1[CH3:44])#[N:2].[NH2:45][N:46]1[CH2:51][CH2:50][O:49][CH2:48][CH2:47]1. (2) The reactants are: Br[C:2]1[N:7]=[C:6]([C:8]([O:10][CH2:11][CH3:12])=[O:9])[C:5]([NH:13][CH:14]([CH3:18])[CH2:15][O:16][CH3:17])=[CH:4][CH:3]=1.[Br:19][C:20]1[CH:21]=[CH:22][C:23]([F:29])=[C:24](B(O)O)[CH:25]=1. Given the product [Br:19][C:20]1[CH:25]=[CH:24][C:23]([F:29])=[C:22]([C:2]2[N:7]=[C:6]([C:8]([O:10][CH2:11][CH3:12])=[O:9])[C:5]([NH:13][CH:14]([CH3:18])[CH2:15][O:16][CH3:17])=[CH:4][CH:3]=2)[CH:21]=1, predict the reactants needed to synthesize it. (3) Given the product [CH3:1][O:2][C:3]1[CH:8]=[C:7]([C@@H:9]2[CH2:14][CH2:13][N:12]([C:15]([O:17][C:18]([CH3:21])([CH3:19])[CH3:20])=[O:16])[CH2:11][C@H:10]2[C:22]([O:24][CH2:25][CH3:26])=[O:23])[CH:6]=[CH:5][N:4]=1, predict the reactants needed to synthesize it. The reactants are: [CH3:1][O:2][C:3]1[CH:8]=[C:7]([C@H:9]2[CH2:14][CH2:13][N:12]([C:15]([O:17][C:18]([CH3:21])([CH3:20])[CH3:19])=[O:16])[CH2:11][C@H:10]2[C:22]([O:24][CH2:25][CH3:26])=[O:23])[CH:6]=[CH:5][N:4]=1.[O-]CC.[Na+]. (4) Given the product [NH2:9][C:5]1[CH2:6][O:7][CH2:8][C:2]([F:1])([F:20])[C@@:3]2([C:18]3[C:13](=[CH:14][CH:15]=[C:16]([NH:19][C:28](=[O:29])[C:25]4[CH:24]=[CH:23][C:22]([Cl:21])=[CH:27][N:26]=4)[CH:17]=3)[O:12][CH2:11][CH2:10]2)[N:4]=1, predict the reactants needed to synthesize it. The reactants are: [F:1][C:2]1([F:20])[CH2:8][O:7][CH2:6][C:5]([NH2:9])=[N:4][C@@:3]21[C:18]1[C:13](=[CH:14][CH:15]=[C:16]([NH2:19])[CH:17]=1)[O:12][CH2:11][CH2:10]2.[Cl:21][C:22]1[CH:23]=[CH:24][C:25]([C:28](O)=[O:29])=[N:26][CH:27]=1. (5) Given the product [CH3:1][C:2]1[N:10]2[C:5]([C:6]([CH3:11])=[CH:7][CH:8]=[CH:9]2)=[C:4]([CH:12]=[O:13])[CH:3]=1, predict the reactants needed to synthesize it. The reactants are: [CH3:1][C:2]1[N:10]2[C:5]([C:6]([CH3:11])=[CH:7][CH:8]=[CH:9]2)=[C:4]([CH2:12][OH:13])[CH:3]=1. (6) Given the product [NH:25]1[C:26]2[CH2:27][CH2:28][CH2:29][C:30](=[O:32])[C:31]=2[CH:23]=[CH:24]1, predict the reactants needed to synthesize it. The reactants are: C1(S([O-])=O)C=CC=CC=1.[Na+].CS(C)=O.BrC1C(C[C:23]2[C:31]3[C:30](=[O:32])[CH2:29][C:28](C)(C)[CH2:27][C:26]=3[NH:25][C:24]=2C)=CC=CN=1. (7) Given the product [NH4+:9].[Cl:22][C:23]1[C:28]([O:21][P:18]([CH:8]([NH:9][S:10]([C:13]2[S:14][CH:15]=[CH:16][CH:17]=2)(=[O:11])=[O:12])[CH2:7][C:1]2[CH:6]=[CH:5][CH:4]=[CH:3][CH:2]=2)(=[O:19])[O-:20])=[CH:27][CH:26]=[CH:25][N:24]=1, predict the reactants needed to synthesize it. The reactants are: [C:1]1([CH2:7][CH:8]([P:18](=[O:21])([OH:20])[OH:19])[NH:9][S:10]([C:13]2[S:14][CH:15]=[CH:16][CH:17]=2)(=[O:12])=[O:11])[CH:6]=[CH:5][CH:4]=[CH:3][CH:2]=1.[Cl:22][C:23]1[C:28](O)=[CH:27][CH:26]=[CH:25][N:24]=1.ClC(Cl)(Cl)C#N.